This data is from Full USPTO retrosynthesis dataset with 1.9M reactions from patents (1976-2016). The task is: Predict the reactants needed to synthesize the given product. Given the product [CH3:1][N:2]1[C:14]2[C:5](=[C:6]3[C:11](=[CH:12][CH:13]=2)[N:10]=[CH:9][CH:8]=[CH:7]3)[N:4]=[C:3]1[CH:15]([CH3:20])[CH2:16][C:17]([Cl:29])=[O:18], predict the reactants needed to synthesize it. The reactants are: [CH3:1][N:2]1[C:14]2[C:5](=[C:6]3[C:11](=[CH:12][CH:13]=2)[N:10]=[CH:9][CH:8]=[CH:7]3)[N:4]=[C:3]1[CH:15]([CH3:20])[CH2:16][C:17](O)=[O:18].CN(C=O)C.C(Cl)(=O)C([Cl:29])=O.